Task: Predict the reaction yield, written as a fraction of the theoretical maximum amount of product (1.0 means a 100% yield; for example, 0.34 means a 34% yield).. Dataset: Reaction yield outcomes from USPTO patents with 853,638 reactions (1) The reactants are Br[C:2]1[C:7]([N:8]([CH2:23][O:24][CH3:25])[S:9]([C:12]2[CH:17]=[CH:16][C:15]([Cl:18])=[C:14]([C:19]([F:22])([F:21])[F:20])[CH:13]=2)(=[O:11])=[O:10])=[CH:6][C:5]([Cl:26])=[CH:4][N:3]=1.C([Mg]Cl)(C)C.[C:32]([O:36][C:37](=[O:47])[NH:38][C:39]1[C:44]([CH:45]=[O:46])=[CH:43][CH:42]=[CH:41][N:40]=1)([CH3:35])([CH3:34])[CH3:33]. The catalyst is C1COCC1. The product is [C:32]([O:36][C:37](=[O:47])[NH:38][C:39]1[C:44]([CH:45]([C:2]2[C:7]([N:8]([S:9]([C:12]3[CH:17]=[CH:16][C:15]([Cl:18])=[C:14]([C:19]([F:22])([F:21])[F:20])[CH:13]=3)(=[O:11])=[O:10])[CH2:23][O:24][CH3:25])=[CH:6][C:5]([Cl:26])=[CH:4][N:3]=2)[OH:46])=[CH:43][CH:42]=[CH:41][N:40]=1)([CH3:35])([CH3:33])[CH3:34]. The yield is 0.440. (2) The reactants are [CH3:1][C:2]1[C:3]([C:11]2[S:15][C:14]([C:16]([OH:18])=O)=[CH:13][CH:12]=2)=[N:4][O:5][C:6]=1[C:7]([F:10])([F:9])[F:8].[NH2:19][C:20]1[CH:25]=[CH:24][N:23]=[CH:22][C:21]=1[Cl:26].C1COCC1.C(N(CC)CC)C. The catalyst is N1C=CC=CC=1. The product is [Cl:26][C:21]1[CH:22]=[N:23][CH:24]=[CH:25][C:20]=1[NH:19][C:16]([C:14]1[S:15][C:11]([C:3]2[C:2]([CH3:1])=[C:6]([C:7]([F:8])([F:9])[F:10])[O:5][N:4]=2)=[CH:12][CH:13]=1)=[O:18]. The yield is 0.830. (3) The reactants are Cl[C:2]([O:4][CH3:5])=[O:3].[CH3:6][O:7][N:8]1[C:17]2[C:12](=[CH:13][CH:14]=[CH:15][CH:16]=2)[CH2:11][C@@H:10]([NH2:18])[C:9]1=[O:19].C(=O)(O)[O-].[Na+]. The catalyst is C(Cl)(Cl)Cl.O.CCCCC. The product is [CH3:6][O:7][N:8]1[C:17]2[C:12](=[CH:13][CH:14]=[CH:15][CH:16]=2)[CH2:11][C@@H:10]([NH:18][C:2](=[O:3])[O:4][CH3:5])[C:9]1=[O:19]. The yield is 0.990. (4) The reactants are [Li]CCCC.Br[C:7]1[C:16]2[C:11](=[CH:12][CH:13]=[CH:14][CH:15]=2)[N:10]=[C:9]([C:17]([CH3:19])=[CH2:18])[CH:8]=1.[CH:20]([C:22]1[CH:31]=[CH:30][C:25]([C:26]([O:28][CH3:29])=[O:27])=[CH:24][CH:23]=1)=[O:21]. The catalyst is C1COCC1. The product is [OH:21][CH:20]([C:7]1[C:16]2[C:11](=[CH:12][CH:13]=[CH:14][CH:15]=2)[N:10]=[C:9]([C:17]([CH3:19])=[CH2:18])[CH:8]=1)[C:22]1[CH:23]=[CH:24][C:25]([C:26]([O:28][CH3:29])=[O:27])=[CH:30][CH:31]=1. The yield is 0.460. (5) The reactants are [CH2:1]([N:26]1[C:30]([CH3:32])([CH3:31])[C:29](=[O:33])[N:28]([C:34]2[CH:41]=[CH:40][C:37]([C:38]#[N:39])=[C:36]([C:42]([F:45])([F:44])[F:43])[CH:35]=2)[C:27]1=[O:46])/[CH:2]=[CH:3]\[CH2:4][N:5]1[C:9]([CH3:11])([CH3:10])[C:8](=[O:12])[N:7]([C:13]2[CH:20]=[CH:19][C:16]([C:17]#[N:18])=[C:15]([C:21]([F:24])([F:23])[F:22])[CH:14]=2)[C:6]1=[O:25].C(Cl)Cl.CC[OH:52].ClC1C=CC=C(C(OO)=O)C=1. The catalyst is ClCCl. The product is [O:52]1[C@@H:2]([CH2:1][N:26]2[C:30]([CH3:32])([CH3:31])[C:29](=[O:33])[N:28]([C:34]3[CH:41]=[CH:40][C:37]([C:38]#[N:39])=[C:36]([C:42]([F:45])([F:44])[F:43])[CH:35]=3)[C:27]2=[O:46])[C@H:3]1[CH2:4][N:5]1[C:9]([CH3:11])([CH3:10])[C:8](=[O:12])[N:7]([C:13]2[CH:20]=[CH:19][C:16]([C:17]#[N:18])=[C:15]([C:21]([F:23])([F:24])[F:22])[CH:14]=2)[C:6]1=[O:25]. The yield is 0.500. (6) The reactants are [CH3:1][S:2](Cl)(=[O:4])=[O:3].[F:6][CH2:7][CH2:8][CH2:9][OH:10]. The catalyst is C(Cl)Cl. The product is [CH3:1][S:2]([O:10][CH2:9][CH2:8][CH2:7][F:6])(=[O:4])=[O:3]. The yield is 0.936.